From a dataset of Catalyst prediction with 721,799 reactions and 888 catalyst types from USPTO. Predict which catalyst facilitates the given reaction. (1) Reactant: C(Cl)(=O)C([Cl:4])=O.O[CH:8]=[C:9]([CH2:15][CH:16]([CH3:18])[CH3:17])[C:10](=[O:14])[CH:11]([CH3:13])[CH3:12]. Product: [Cl:4][CH:8]=[C:9]([CH2:15][CH:16]([CH3:18])[CH3:17])[C:10](=[O:14])[CH:11]([CH3:13])[CH3:12]. The catalyst class is: 22. (2) Reactant: [Cl:1][C:2]1[CH:3]=[CH:4][C:5]([OH:25])=[C:6]([CH2:8][N:9]2[CH:13]=[CH:12][C:11]([C:14]([NH:16][C:17]3[C:22]([F:23])=[CH:21][CH:20]=[CH:19][C:18]=3[F:24])=[O:15])=[N:10]2)[CH:7]=1.C(=O)([O-])[O-].[K+].[K+].[Cl:32][C:33]1[CH:40]=[CH:39][CH:38]=[CH:37][C:34]=1[CH2:35]Br. Product: [Cl:1][C:2]1[CH:3]=[CH:4][C:5]([O:25][CH2:35][C:34]2[CH:37]=[CH:38][CH:39]=[CH:40][C:33]=2[Cl:32])=[C:6]([CH2:8][N:9]2[CH:13]=[CH:12][C:11]([C:14]([NH:16][C:17]3[C:18]([F:24])=[CH:19][CH:20]=[CH:21][C:22]=3[F:23])=[O:15])=[N:10]2)[CH:7]=1. The catalyst class is: 3. (3) Reactant: [CH3:1][O:2][C:3]([NH:5][C@@H:6]([CH:52]([CH3:54])[CH3:53])[C:7]([N:9]1[CH2:13][CH2:12][CH2:11][C@H:10]1[C:14]1[NH:15][C:16]([C:19]2[CH:20]=[C:21]3[C:33]4[C:34]5[C:24](=[CH:25][C:26]([C:35]6[NH:39][C:38]([C@@H:40]7[CH2:44][CH2:43][CH2:42][N:41]7C(OC(C)(C)C)=O)=[N:37][CH:36]=6)=[CH:27][C:28]=5[CH2:29][CH2:30][C:31]=4[CH:32]=2)[CH2:23][CH2:22]3)=[CH:17][N:18]=1)=[O:8])=[O:4].Cl.[CH3:56][O:57][C:58]([NH:60][C@@H:61]([CH:65]1[CH2:70][CH2:69][O:68][CH2:67][CH2:66]1)[C:62]([OH:64])=O)=[O:59].CN(C(ON1N=NC2C=CC=NC1=2)=[N+](C)C)C.F[P-](F)(F)(F)(F)F.CCN(C(C)C)C(C)C. Product: [CH3:1][O:2][C:3]([NH:5][C@@H:6]([CH:52]([CH3:54])[CH3:53])[C:7]([N:9]1[CH2:13][CH2:12][CH2:11][C@H:10]1[C:14]1[NH:15][C:16]([C:19]2[CH:32]=[C:31]3[C:33]4[C:34]5[C:28](=[CH:27][C:26]([C:35]6[NH:39][C:38]([C@@H:40]7[CH2:44][CH2:43][CH2:42][N:41]7[C:62](=[O:64])[C@@H:61]([NH:60][C:58](=[O:59])[O:57][CH3:56])[CH:65]7[CH2:70][CH2:69][O:68][CH2:67][CH2:66]7)=[N:37][CH:36]=6)=[CH:25][C:24]=5[CH2:23][CH2:22][C:21]=4[CH:20]=2)[CH2:29][CH2:30]3)=[CH:17][N:18]=1)=[O:8])=[O:4]. The catalyst class is: 2. (4) Reactant: [C:1]1([S:7]([N:10]2[C:14]3=[N:15][CH:16]=[C:17]([CH:19]4[CH2:23][O:22][C:21]([CH3:25])([CH3:24])[O:20]4)[CH:18]=[C:13]3[CH:12]=[C:11]2[C:26](OS(C2C=CC(C)=CC=2)(=O)=O)=[CH:27][CH:28]2[CH2:32][CH2:31][CH2:30][CH2:29]2)(=[O:9])=[O:8])[CH:6]=[CH:5][CH:4]=[CH:3][CH:2]=1.[CH3:44][S:45]([C:48]1[CH:53]=[CH:52][C:51](B(O)O)=[CH:50][CH:49]=1)(=[O:47])=[O:46].C(=O)([O-])[O-].[Na+].[Na+]. Product: [C:1]1([S:7]([N:10]2[C:14]3=[N:15][CH:16]=[C:17]([CH:19]4[CH2:23][O:22][C:21]([CH3:25])([CH3:24])[O:20]4)[CH:18]=[C:13]3[CH:12]=[C:11]2[C:26]([C:51]2[CH:52]=[CH:53][C:48]([S:45]([CH3:44])(=[O:47])=[O:46])=[CH:49][CH:50]=2)=[CH:27][CH:28]2[CH2:32][CH2:31][CH2:30][CH2:29]2)(=[O:9])=[O:8])[CH:6]=[CH:5][CH:4]=[CH:3][CH:2]=1. The catalyst class is: 184. (5) Reactant: [Cl:1][C:2]1[CH:7]=[C:6]([O:8][CH3:9])[CH:5]=[CH:4][C:3]=1[CH:10]([CH3:25])[C:11]([C:17]1[CH:18]=[N:19][C:20]([O:23]C)=[CH:21][CH:22]=1)([OH:16])[C:12]([F:15])([F:14])[F:13].Cl.CCOC(C)=O.O. Product: [Cl:1][C:2]1[CH:7]=[C:6]([O:8][CH3:9])[CH:5]=[CH:4][C:3]=1[CH:10]([CH3:25])[C:11]([C:17]1[CH:22]=[CH:21][C:20](=[O:23])[NH:19][CH:18]=1)([OH:16])[C:12]([F:14])([F:15])[F:13]. The catalyst class is: 12. (6) Reactant: [CH3:1][C:2]1[C:10]2[C:5](=[CH:6][C:7]([NH2:11])=[CH:8][CH:9]=2)[NH:4][N:3]=1.[Cl:12][C:13]1[N:18]=[CH:17][N:16]=[C:15]([NH:19][C:20]2[CH:25]=[CH:24][CH:23]=[C:22]([CH2:26][S:27]([CH3:30])(=[O:29])=[O:28])[CH:21]=2)[N:14]=1. Product: [ClH:12].[CH3:1][C:2]1[C:10]2[C:5](=[CH:6][C:7]([NH:11][C:17]3[N:16]=[C:15]([NH:19][C:20]4[CH:25]=[CH:24][CH:23]=[C:22]([CH2:26][S:27]([CH3:30])(=[O:28])=[O:29])[CH:21]=4)[N:14]=[CH:13][N:18]=3)=[CH:8][CH:9]=2)[NH:4][N:3]=1. The catalyst class is: 32. (7) Reactant: C[Al](C)C.[CH2:5]([NH2:8])[CH2:6][NH2:7].C(O[C:12](=O)[CH2:13][CH2:14][C:15]1[CH:20]=[CH:19][C:18]([Cl:21])=[CH:17][CH:16]=1)C. Product: [Cl:21][C:18]1[CH:19]=[CH:20][C:15]([CH2:14][CH2:13][C:12]2[NH:7][CH2:6][CH2:5][N:8]=2)=[CH:16][CH:17]=1. The catalyst class is: 11. (8) Reactant: [C:1]([O:5][C:6]([NH:8][C@H:9]([C:13]([OH:16])([CH3:15])[CH3:14])[C:10]([OH:12])=O)=[O:7])([CH3:4])([CH3:3])[CH3:2].CN(C(ON1N=N[C:27]2[CH:28]=[CH:29][CH:30]=[N:31][C:26]1=2)=[N+](C)C)C.F[P-](F)(F)(F)(F)F.C1(N)CCCC1.CCN(CC)CC. Product: [CH:26]1([NH:31][C:10](=[O:12])[C@H:9]([NH:8][C:6](=[O:7])[O:5][C:1]([CH3:2])([CH3:3])[CH3:4])[C:13]([OH:16])([CH3:15])[CH3:14])[CH2:27][CH2:28][CH2:29][CH2:30]1. The catalyst class is: 2. (9) Reactant: [CH2:1]([O:3][C:4]([CH:6]1[CH2:10][CH2:9][CH2:8][CH:7]1[OH:11])=[O:5])[CH3:2].[O:12]1[CH:17]=[CH:16][CH2:15][CH2:14][CH2:13]1.C1(C)C=CC(S([O-])(=O)=O)=CC=1.[NH+]1C=CC=CC=1. Product: [CH2:1]([O:3][C:4]([CH:6]1[CH2:10][CH2:9][CH2:8][CH:7]1[O:11][CH:13]1[CH2:14][CH2:15][CH2:16][CH2:17][O:12]1)=[O:5])[CH3:2]. The catalyst class is: 2.